Dataset: Reaction yield outcomes from USPTO patents with 853,638 reactions. Task: Predict the reaction yield, written as a fraction of the theoretical maximum amount of product (1.0 means a 100% yield; for example, 0.34 means a 34% yield). (1) The reactants are [N:1]1[CH:6]=[CH:5][C:4]([N:7]2[CH2:12][CH2:11][CH:10]([CH2:13][NH:14][C:15]3[C:20]([NH2:21])=[CH:19][CH:18]=[CH:17][N:16]=3)[CH2:9][CH2:8]2)=[CH:3][CH:2]=1.[CH3:22][O:23][C:24]1[CH:32]=[CH:31][C:27]([C:28](Cl)=[O:29])=[CH:26][CH:25]=1. No catalyst specified. The product is [CH3:22][O:23][C:24]1[CH:32]=[CH:31][C:27]([C:28]([NH:21][C:20]2[C:15]([NH:14][CH2:13][CH:10]3[CH2:11][CH2:12][N:7]([C:4]4[CH:5]=[CH:6][N:1]=[CH:2][CH:3]=4)[CH2:8][CH2:9]3)=[N:16][CH:17]=[CH:18][CH:19]=2)=[O:29])=[CH:26][CH:25]=1. The yield is 0.150. (2) The reactants are [CH3:1][O:2][C:3]1[CH:8]=[CH:7][C:6]([N+:9]([O-])=O)=[CH:5][C:4]=1[C:12]1[N:16]([CH3:17])[N:15]=[C:14]([C:18]([F:21])([F:20])[F:19])[CH:13]=1. The catalyst is CCO. The product is [CH3:1][O:2][C:3]1[CH:8]=[CH:7][C:6]([NH2:9])=[CH:5][C:4]=1[C:12]1[N:16]([CH3:17])[N:15]=[C:14]([C:18]([F:21])([F:19])[F:20])[CH:13]=1. The yield is 0.970.